This data is from Reaction yield outcomes from USPTO patents with 853,638 reactions. The task is: Predict the reaction yield, written as a fraction of the theoretical maximum amount of product (1.0 means a 100% yield; for example, 0.34 means a 34% yield). (1) The yield is 0.120. The product is [Cl:27][C:24]1[CH:25]=[CH:26][C:11]([NH:10][C:38]([C:31]2[C:32]3[C:37](=[CH:36][CH:35]=[CH:34][CH:33]=3)[N:28]=[N:29][CH:30]=2)=[O:39])=[C:12]([C:13]([NH:15][CH2:16][CH:17]2[CH2:22][CH2:21][CH2:20][CH2:19][CH2:18]2)=[O:14])[CH:23]=1. The reactants are C(N(C(C)C)CC)(C)C.[NH2:10][C:11]1[CH:26]=[CH:25][C:24]([Cl:27])=[CH:23][C:12]=1[C:13]([NH:15][CH2:16][CH:17]1[CH2:22][CH2:21][CH2:20][CH2:19][CH2:18]1)=[O:14].[N:28]1[C:37]2[C:32](=[CH:33][CH:34]=[CH:35][CH:36]=2)[C:31]([C:38](O)=[O:39])=[CH:30][N:29]=1.CN(C(ON1N=NC2C=CC=NC1=2)=[N+](C)C)C.F[P-](F)(F)(F)(F)F. No catalyst specified. (2) The reactants are [C:1]([C:3]1[CH:17]=[C:16](I)[C:6]2[N:7]([C:10]3[CH:15]=[CH:14][CH:13]=[CH:12][CH:11]=3)[CH:8]=[N:9][C:5]=2[CH:4]=1)#[N:2].[N+:19]([C:22]1[CH:23]=[C:24](B(O)O)[CH:25]=[CH:26][CH:27]=1)([O-:21])=[O:20].C(=O)([O-])[O-].[K+].[K+].C(NC1C=C(C2C3N(C4C=CC=CC=4)C=NC=3C=C(C#N)C=2)C=CC=1)(=O)C. The catalyst is C1C=CC([P]([Pd]([P](C2C=CC=CC=2)(C2C=CC=CC=2)C2C=CC=CC=2)([P](C2C=CC=CC=2)(C2C=CC=CC=2)C2C=CC=CC=2)[P](C2C=CC=CC=2)(C2C=CC=CC=2)C2C=CC=CC=2)(C2C=CC=CC=2)C2C=CC=CC=2)=CC=1.C(O)C.C1(C)C=CC=CC=1. The product is [C:1]([C:3]1[CH:17]=[C:16]([C:26]2[CH:25]=[CH:24][CH:23]=[C:22]([N+:19]([O-:21])=[O:20])[CH:27]=2)[C:6]2[N:7]([C:10]3[CH:15]=[CH:14][CH:13]=[CH:12][CH:11]=3)[CH:8]=[N:9][C:5]=2[CH:4]=1)#[N:2]. The yield is 0.0800. (3) The reactants are COC1C=CC(C[N:8]2[C:12]3=[N:13][CH:14]=[C:15]([CH3:30])[C:16]([N:17]4[CH2:22][CH2:21][N:20](C(OC(C)(C)C)=O)[CH2:19][CH2:18]4)=[C:11]3[CH:10]=[N:9]2)=CC=1.C(O)(C(F)(F)F)=O.C(Cl)[Cl:41]. No catalyst specified. The product is [ClH:41].[ClH:41].[CH3:30][C:15]1[C:16]([N:17]2[CH2:18][CH2:19][NH:20][CH2:21][CH2:22]2)=[C:11]2[CH:10]=[N:9][NH:8][C:12]2=[N:13][CH:14]=1. The yield is 0.567. (4) The reactants are [Cl:1][C:2]1[C:7]([C:8]([N:10]([CH3:12])[CH3:11])=[O:9])=[C:6]([OH:13])[C:5]([N+:14]([O-])=O)=[CH:4][CH:3]=1.[H][H].[CH2:19]([O:21][C:22]1[C:23](=O)[C:24](=[O:29])[C:25]=1[O:26]CC)[CH3:20]. The catalyst is CO.O.[Pt]=O. The product is [Cl:1][C:2]1[C:7]([C:8]([N:10]([CH3:12])[CH3:11])=[O:9])=[C:6]([OH:13])[C:5]([NH:14][C:23]2[C:24](=[O:29])[C:25](=[O:26])[C:22]=2[O:21][CH2:19][CH3:20])=[CH:4][CH:3]=1. The yield is 0.540. (5) The reactants are C1(P(=O)(C2C=CC=CC=2)C2C=CC=CC=2)C=CC=CC=1.FC(F)(F)S(OS(C(F)(F)F)(=O)=O)(=O)=O.C([S:43][CH:44]([CH2:69][N:70]1[CH2:75][CH2:74][S:73](=[O:77])(=[O:76])[CH2:72][CH2:71]1)[CH2:45][NH:46][C:47]([C:49]1[NH:50][C:51]2[C:56]([CH:57]=1)=[CH:55][CH:54]=[CH:53][C:52]=2[N:58]([CH3:68])[S:59]([C:62]1[CH:67]=[CH:66][CH:65]=[CH:64][N:63]=1)(=[O:61])=[O:60])=O)C1C=CC=CC=1. The catalyst is ClCCl.C(OCC)(=O)C. The product is [O:77]=[S:73]1(=[O:76])[CH2:72][CH2:71][N:70]([CH2:69][CH:44]2[S:43][C:47]([C:49]3[NH:50][C:51]4[C:56]([CH:57]=3)=[CH:55][CH:54]=[CH:53][C:52]=4[N:58]([CH3:68])[S:59]([C:62]3[CH:67]=[CH:66][CH:65]=[CH:64][N:63]=3)(=[O:60])=[O:61])=[N:46][CH2:45]2)[CH2:75][CH2:74]1. The yield is 0.280. (6) The reactants are [Cl:1][C:2]1[CH:7]=[CH:6][N:5]=[C:4]2[CH2:8][C:9](=[O:11])[NH:10][C:3]=12.[Cl:12][C:13]1[C:14]([F:21])=[C:15]([CH:18]=[CH:19][CH:20]=1)[CH:16]=O.N1CCCCC1. No catalyst specified. The product is [Cl:1][C:2]1[CH:7]=[CH:6][N:5]=[C:4]2/[C:8](=[CH:16]/[C:15]3[CH:18]=[CH:19][CH:20]=[C:13]([Cl:12])[C:14]=3[F:21])/[C:9](=[O:11])[NH:10][C:3]=12. The yield is 0.670. (7) The product is [S:3]1[CH2:2][CH:24]1[CH2:23][S:22][CH2:21][CH:18]1[CH2:19][CH2:20][CH:15]([CH2:14][S:13][CH2:12][CH:11]2[S:28][CH2:27]2)[CH2:16][CH2:17]1. The catalyst is C1(C)C=CC=CC=1.CO. The reactants are N[C:2](N)=[S:3].[N+]([O-])([O-])=O.[NH4+].O1[CH2:27][CH:11]1[CH2:12][S:13][CH2:14][CH:15]1[CH2:20][CH2:19][CH:18]([CH2:21][S:22][CH2:23][CH:24]2OC2)[CH2:17][CH2:16]1.[S:28](=O)(=O)(O)O. The yield is 0.800. (8) The yield is 0.950. The catalyst is C(#N)C. The product is [C:1]([O:5][C:6]([N:8]1[CH2:13][CH2:12][N:11]([C:14]([O:16][C:17]([CH3:20])([CH3:19])[CH3:18])=[O:15])[CH2:10][C@@H:9]1[C:21]([O:23][CH3:24])=[O:22])=[O:7])([CH3:4])([CH3:2])[CH3:3]. The reactants are [C:1]([O:5][C:6]([N:8]1[CH2:13][CH2:12][N:11]([C:14]([O:16][C:17]([CH3:20])([CH3:19])[CH3:18])=[O:15])[CH2:10][C@@H:9]1[C:21]([OH:23])=[O:22])=[O:7])([CH3:4])([CH3:3])[CH3:2].[C:24]([O-])([O-])=O.[Cs+].[Cs+].CI. (9) The reactants are I[CH2:2][CH3:3].C(=O)([O-])[O-].[K+].[K+].[CH:10]1([CH2:13][O:14][C:15]2[CH:20]=[CH:19][C:18]([C:21]3[C:29]4[C:24](=[CH:25][CH:26]=[C:27]([OH:30])[CH:28]=4)[N:23]([CH2:31][C:32]4[CH:37]=[CH:36][CH:35]=[C:34]([O:38][CH3:39])[CH:33]=4)[C:22]=3[C:40]([O:42][CH2:43][CH3:44])=[O:41])=[CH:17][CH:16]=2)[CH2:12][CH2:11]1. The catalyst is CN(C=O)C.C(OCC)(=O)C. The product is [CH:10]1([CH2:13][O:14][C:15]2[CH:16]=[CH:17][C:18]([C:21]3[C:29]4[C:24](=[CH:25][CH:26]=[C:27]([O:30][CH2:2][CH3:3])[CH:28]=4)[N:23]([CH2:31][C:32]4[CH:37]=[CH:36][CH:35]=[C:34]([O:38][CH3:39])[CH:33]=4)[C:22]=3[C:40]([O:42][CH2:43][CH3:44])=[O:41])=[CH:19][CH:20]=2)[CH2:12][CH2:11]1. The yield is 0.420. (10) The reactants are [CH3:1][O:2][C:3](=[O:20])[CH:4]([C:12]1[CH:17]=[CH:16][C:15]([Cl:18])=[C:14]([Cl:19])[CH:13]=1)[CH2:5][CH:6]1[CH2:10][CH2:9][CH:8]([OH:11])[CH2:7]1.I[CH3:22]. The catalyst is C(#N)C.C(=O)([O-])[O-].[Ag+2].F[B-](F)(F)F.[Ag+]. The yield is 0.340. The product is [CH3:1][O:2][C:3](=[O:20])[CH:4]([C:12]1[CH:17]=[CH:16][C:15]([Cl:18])=[C:14]([Cl:19])[CH:13]=1)[CH2:5][CH:6]1[CH2:10][CH2:9][CH:8]([O:11][CH3:22])[CH2:7]1.